From a dataset of Full USPTO retrosynthesis dataset with 1.9M reactions from patents (1976-2016). Predict the reactants needed to synthesize the given product. The reactants are: Cl[C:2]1[CH:7]=[C:6]([O:8][CH3:9])[N:5]=[C:4]([S:10][CH2:11][C:12]2[CH:17]=[CH:16][CH:15]=[C:14]([F:18])[C:13]=2[F:19])[N:3]=1.[C:20]([Si:24]([C:40]1[CH:45]=[CH:44][CH:43]=[CH:42][CH:41]=1)([C:34]1[CH:39]=[CH:38][CH:37]=[CH:36][CH:35]=1)[O:25][CH:26]1[CH2:29][N:28]([S:30]([NH2:33])(=[O:32])=[O:31])[CH2:27]1)([CH3:23])([CH3:22])[CH3:21].[CH:46]1(P(C2CCCCC2)C2C=CC=CC=2C2C(C(C)C)=CC(C(C)C)=CC=2C(C)C)CCCCC1.C(=O)([O-])[O-].[Cs+].[Cs+]. Given the product [Si:24]([O:25][CH:26]1[CH2:27][N:28]([S:30]([NH:33][C:2]2[CH:7]=[C:6]([O:8][CH2:9][CH3:46])[N:5]=[C:4]([S:10][CH2:11][C:12]3[CH:17]=[CH:16][CH:15]=[C:14]([F:18])[C:13]=3[F:19])[N:3]=2)(=[O:31])=[O:32])[CH2:29]1)([C:20]([CH3:23])([CH3:21])[CH3:22])([C:34]1[CH:35]=[CH:36][CH:37]=[CH:38][CH:39]=1)[C:40]1[CH:45]=[CH:44][CH:43]=[CH:42][CH:41]=1, predict the reactants needed to synthesize it.